From a dataset of Catalyst prediction with 721,799 reactions and 888 catalyst types from USPTO. Predict which catalyst facilitates the given reaction. (1) Reactant: [SH:1][CH2:2][C:3]([NH2:5])=[O:4].[OH-].[Na+].CN(C)C=O.Cl[C:14]1[N:21]=[C:20]([CH3:22])[CH:19]=[C:18]([N:23]2[CH2:28][CH2:27][N:26]([C:29]3[CH:34]=[CH:33][CH:32]=[CH:31][CH:30]=3)[CH2:25][CH2:24]2)[C:15]=1[C:16]#[N:17]. Product: [NH2:17][C:16]1[C:15]2[C:14](=[N:21][C:20]([CH3:22])=[CH:19][C:18]=2[N:23]2[CH2:24][CH2:25][N:26]([C:29]3[CH:30]=[CH:31][CH:32]=[CH:33][CH:34]=3)[CH2:27][CH2:28]2)[S:1][C:2]=1[C:3]([NH2:5])=[O:4]. The catalyst class is: 6. (2) Reactant: [N:1]1([C:7]([O:9][C:10]([CH3:13])([CH3:12])[CH3:11])=[O:8])[CH2:6][CH2:5][NH:4][CH2:3][CH2:2]1.[Br:14][C:15]1[CH:16]=[C:17]2[C:22](=[CH:23][C:24]=1[Cl:25])[N:21]=[C:20]([CH3:26])[N:19]=[C:18]2Cl. Product: [Br:14][C:15]1[CH:16]=[C:17]2[C:22](=[CH:23][C:24]=1[Cl:25])[N:21]=[C:20]([CH3:26])[N:19]=[C:18]2[N:4]1[CH2:5][CH2:6][N:1]([C:7]([O:9][C:10]([CH3:13])([CH3:12])[CH3:11])=[O:8])[CH2:2][CH2:3]1. The catalyst class is: 41. (3) Product: [Cl:6][CH2:7][CH2:8][C:9]([C:11]1[CH:12]=[CH:13][C:14]([F:17])=[CH:15][CH:16]=1)([OH:10])[CH2:3][CH:2]=[CH2:1]. The catalyst class is: 1. Reactant: [CH2:1]([Mg]Br)[CH:2]=[CH2:3].[Cl:6][CH2:7][CH2:8][C:9]([C:11]1[CH:16]=[CH:15][C:14]([F:17])=[CH:13][CH:12]=1)=[O:10]. (4) Reactant: [CH:1]1([C:4]2[C:9]([C:10]3[CH:15]=[CH:14][C:13]([F:16])=[CH:12][CH:11]=3)=[C:8]([O:17][CH2:18][CH3:19])[N:7]=[C:6]([CH2:20][N:21]3[CH2:24][C:23]4([CH2:28][C:27]([N:29]5[CH2:34][CH2:33][C:32]([CH3:40])([C:35]([O:37]CC)=[O:36])[CH2:31][CH2:30]5)=[N:26][O:25]4)[CH2:22]3)[CH:5]=2)[CH2:3][CH2:2]1.[OH-].[Na+].C(O)C.Cl. Product: [CH:1]1([C:4]2[C:9]([C:10]3[CH:15]=[CH:14][C:13]([F:16])=[CH:12][CH:11]=3)=[C:8]([O:17][CH2:18][CH3:19])[N:7]=[C:6]([CH2:20][N:21]3[CH2:22][C:23]4([CH2:28][C:27]([N:29]5[CH2:30][CH2:31][C:32]([CH3:40])([C:35]([OH:37])=[O:36])[CH2:33][CH2:34]5)=[N:26][O:25]4)[CH2:24]3)[CH:5]=2)[CH2:2][CH2:3]1. The catalyst class is: 476.